From a dataset of Reaction yield outcomes from USPTO patents with 853,638 reactions. Predict the reaction yield, written as a fraction of the theoretical maximum amount of product (1.0 means a 100% yield; for example, 0.34 means a 34% yield). The reactants are [F:1][C:2]1[CH:7]=[CH:6][C:5]([C:8]2[O:9][C:10]3[CH:20]=[CH:19][C:18]([C:21]4[CH:26]=[C:25]([C:27](=[O:33])[NH:28][CH2:29][CH:30]([CH3:32])[CH3:31])[CH:24]=[CH:23][C:22]=4[OH:34])=[CH:17][C:11]=3[C:12]=2[C:13]([NH:15][CH3:16])=[O:14])=[CH:4][CH:3]=1.C1CCN2C(=NCCC2)CC1.Br[CH2:47][CH2:48][CH:49]1[O:54][CH2:53][CH2:52][N:51](C(OC(C)(C)C)=O)[CH2:50]1.C(O)(C(F)(F)F)=O. The catalyst is CN(C=O)C. The product is [F:1][C:2]1[CH:3]=[CH:4][C:5]([C:8]2[O:9][C:10]3[CH:20]=[CH:19][C:18]([C:21]4[CH:26]=[C:25]([C:27](=[O:33])[NH:28][CH2:29][CH:30]([CH3:32])[CH3:31])[CH:24]=[CH:23][C:22]=4[O:34][CH2:47][CH2:48][CH:49]4[O:54][CH2:53][CH2:52][NH:51][CH2:50]4)=[CH:17][C:11]=3[C:12]=2[C:13]([NH:15][CH3:16])=[O:14])=[CH:6][CH:7]=1. The yield is 0.290.